From a dataset of HIV replication inhibition screening data with 41,000+ compounds from the AIDS Antiviral Screen. Binary Classification. Given a drug SMILES string, predict its activity (active/inactive) in a high-throughput screening assay against a specified biological target. (1) The drug is CC1(c2nc3ccccc3[nH]2)CCC(CO)C(C)(C)O1. The result is 0 (inactive). (2) The molecule is O=[N+]([O-])C(Cl)=C(C(Cl)=C(Cl)Cl)N1CCOCC1. The result is 0 (inactive). (3) The drug is CC1OC2(CC(OCc3ccccc3)C1OCc1ccccc1)OCCO2. The result is 0 (inactive). (4) The drug is COC(=O)C(=O)C(C(C)=O)C(=O)NCc1ccccc1. The result is 0 (inactive). (5) The drug is Cc1ccc(NC(=O)CSc2nnc(Cc3ccccc3)o2)cc1. The result is 0 (inactive). (6) The compound is O=C1C2CN(Cc3ccccc3)CC1CN(Cc1ccccc1)C2. The result is 0 (inactive).